Regression. Given two drug SMILES strings and cell line genomic features, predict the synergy score measuring deviation from expected non-interaction effect. From a dataset of NCI-60 drug combinations with 297,098 pairs across 59 cell lines. (1) Drug 1: C1=CC=C(C(=C1)C(C2=CC=C(C=C2)Cl)C(Cl)Cl)Cl. Drug 2: C1CCC(C(C1)N)N.C(=O)(C(=O)[O-])[O-].[Pt+4]. Cell line: OVCAR-4. Synergy scores: CSS=8.33, Synergy_ZIP=-5.51, Synergy_Bliss=-1.57, Synergy_Loewe=-7.09, Synergy_HSA=-0.622. (2) Drug 1: C1=NC(=NC(=O)N1C2C(C(C(O2)CO)O)O)N. Drug 2: CCN(CC)CCCC(C)NC1=C2C=C(C=CC2=NC3=C1C=CC(=C3)Cl)OC. Cell line: SNB-19. Synergy scores: CSS=30.3, Synergy_ZIP=-3.22, Synergy_Bliss=3.89, Synergy_Loewe=2.06, Synergy_HSA=5.12. (3) Drug 1: C1=CC(=CC=C1C#N)C(C2=CC=C(C=C2)C#N)N3C=NC=N3. Drug 2: C1=NC2=C(N1)C(=S)N=CN2. Cell line: SNB-75. Synergy scores: CSS=38.9, Synergy_ZIP=-1.32, Synergy_Bliss=-2.22, Synergy_Loewe=-5.33, Synergy_HSA=-0.125. (4) Drug 1: CC1C(C(=O)NC(C(=O)N2CCCC2C(=O)N(CC(=O)N(C(C(=O)O1)C(C)C)C)C)C(C)C)NC(=O)C3=C4C(=C(C=C3)C)OC5=C(C(=O)C(=C(C5=N4)C(=O)NC6C(OC(=O)C(N(C(=O)CN(C(=O)C7CCCN7C(=O)C(NC6=O)C(C)C)C)C)C(C)C)C)N)C. Drug 2: C1=CC=C(C=C1)NC(=O)CCCCCCC(=O)NO. Cell line: KM12. Synergy scores: CSS=6.75, Synergy_ZIP=-5.38, Synergy_Bliss=-1.43, Synergy_Loewe=-6.15, Synergy_HSA=-3.22. (5) Drug 1: CC1=C(C(=CC=C1)Cl)NC(=O)C2=CN=C(S2)NC3=CC(=NC(=N3)C)N4CCN(CC4)CCO. Drug 2: C(CCl)NC(=O)N(CCCl)N=O. Cell line: HT29. Synergy scores: CSS=12.4, Synergy_ZIP=-3.83, Synergy_Bliss=-0.920, Synergy_Loewe=-10.8, Synergy_HSA=-1.93. (6) Cell line: MCF7. Drug 1: CC12CCC(CC1=CCC3C2CCC4(C3CC=C4C5=CN=CC=C5)C)O. Drug 2: CC12CCC3C(C1CCC2=O)CC(=C)C4=CC(=O)C=CC34C. Synergy scores: CSS=17.1, Synergy_ZIP=-1.22, Synergy_Bliss=1.29, Synergy_Loewe=-4.37, Synergy_HSA=1.58. (7) Drug 1: CN1CCC(CC1)COC2=C(C=C3C(=C2)N=CN=C3NC4=C(C=C(C=C4)Br)F)OC. Drug 2: C1=NC2=C(N=C(N=C2N1C3C(C(C(O3)CO)O)F)Cl)N. Cell line: HS 578T. Synergy scores: CSS=7.04, Synergy_ZIP=0.917, Synergy_Bliss=10.1, Synergy_Loewe=-3.08, Synergy_HSA=3.81. (8) Drug 1: C1CN1C2=NC(=NC(=N2)N3CC3)N4CC4. Drug 2: COCCOC1=C(C=C2C(=C1)C(=NC=N2)NC3=CC=CC(=C3)C#C)OCCOC.Cl. Cell line: SF-268. Synergy scores: CSS=10.3, Synergy_ZIP=-8.16, Synergy_Bliss=0.962, Synergy_Loewe=-7.84, Synergy_HSA=-0.904.